From a dataset of Full USPTO retrosynthesis dataset with 1.9M reactions from patents (1976-2016). Predict the reactants needed to synthesize the given product. (1) Given the product [N+:1]([C:4]1[CH:5]=[C:6]([CH2:10][C:11]([O:13][CH3:15])=[O:12])[CH:7]=[CH:8][CH:9]=1)([O-:3])=[O:2], predict the reactants needed to synthesize it. The reactants are: [N+:1]([C:4]1[CH:5]=[C:6]([CH2:10][C:11]([OH:13])=[O:12])[CH:7]=[CH:8][CH:9]=1)([O-:3])=[O:2].Cl.[CH3:15]O. (2) Given the product [CH:1]([O:5][C:6]1[CH:14]=[CH:13][C:12]([S:15]([CH3:18])(=[O:17])=[O:16])=[CH:11][C:7]=1[C:8]([N:32]1[CH2:33][CH2:34][N:29]([C:27]2[S:28][C:24]([S:21]([CH3:20])(=[O:23])=[O:22])=[CH:25][N:26]=2)[CH2:30][CH2:31]1)=[O:10])([CH2:3][CH3:4])[CH3:2], predict the reactants needed to synthesize it. The reactants are: [CH:1]([O:5][C:6]1[CH:14]=[CH:13][C:12]([S:15]([CH3:18])(=[O:17])=[O:16])=[CH:11][C:7]=1[C:8]([OH:10])=O)([CH2:3][CH3:4])[CH3:2].Cl.[CH3:20][S:21]([C:24]1[S:28][C:27]([N:29]2[CH2:34][CH2:33][NH:32][CH2:31][CH2:30]2)=[N:26][CH:25]=1)(=[O:23])=[O:22].